From a dataset of Forward reaction prediction with 1.9M reactions from USPTO patents (1976-2016). Predict the product of the given reaction. The product is: [Cl:1][C:2]1[CH:9]=[CH:8][C:5]([C:6]2[CH:8]=[CH:9][CH:2]=[CH:3][C:4]=2[CH2:5][CH2:22][C:19]2[CH:18]=[CH:17][C:16]([S:13]([CH3:12])(=[O:14])=[O:15])=[CH:21][CH:20]=2)=[CH:4][C:3]=1[CH3:10]. Given the reactants [Cl:1][C:2]1[CH:9]=[CH:8][C:5]([CH:6]=O)=[CH:4][C:3]=1[CH3:10].[Cl-].[CH3:12][S:13]([C:16]1[CH:21]=[CH:20][C:19]([CH2:22][P+](C2C=CC=CC=2)(C2C=CC=CC=2)C2C=CC=CC=2)=[CH:18][CH:17]=1)(=[O:15])=[O:14], predict the reaction product.